From a dataset of Full USPTO retrosynthesis dataset with 1.9M reactions from patents (1976-2016). Predict the reactants needed to synthesize the given product. (1) The reactants are: [CH:1]([N:4]1[CH2:9][CH2:8][CH:7]([O:10][C:11]2[CH:16]=[CH:15][C:14]([C:17]3([CH2:23][NH2:24])[CH2:22][CH2:21][O:20][CH2:19][CH2:18]3)=[CH:13][CH:12]=2)[CH2:6][CH2:5]1)([CH3:3])[CH3:2].Br[C:26]1[CH:31]=[CH:30][CH:29]=[CH:28][N:27]=1.C1(P(C2C=CC=CC=2)C2C=CC3C(=CC=CC=3)C=2C2C3C(=CC=CC=3)C=CC=2P(C2C=CC=CC=2)C2C=CC=CC=2)C=CC=CC=1.CC(C)([O-])C.[Na+]. Given the product [CH:1]([N:4]1[CH2:9][CH2:8][CH:7]([O:10][C:11]2[CH:16]=[CH:15][C:14]([C:17]3([CH2:23][NH:24][C:26]4[CH:31]=[CH:30][CH:29]=[CH:28][N:27]=4)[CH2:18][CH2:19][O:20][CH2:21][CH2:22]3)=[CH:13][CH:12]=2)[CH2:6][CH2:5]1)([CH3:3])[CH3:2], predict the reactants needed to synthesize it. (2) Given the product [C:15]([O:14][C:12]([NH:11][C:4](=[CH:37][C:32]1[C:31]([N+:28]([O-:30])=[O:29])=[CH:36][CH:35]=[CH:34][N:33]=1)[C:3]([O:2][CH3:1])=[O:19])=[O:13])([CH3:16])([CH3:17])[CH3:18], predict the reactants needed to synthesize it. The reactants are: [CH3:1][O:2][C:3](=[O:19])[CH:4]([NH:11][C:12]([O:14][C:15]([CH3:18])([CH3:17])[CH3:16])=[O:13])P(OC)(OC)=O.CN(C)C(=N)N(C)C.[N+:28]([C:31]1[C:32]([CH:37]=O)=[N:33][CH:34]=[CH:35][CH:36]=1)([O-:30])=[O:29]. (3) Given the product [F:4][C:3]([F:6])([F:5])[C:1]([OH:7])=[O:2].[NH:18]1[CH2:19][CH2:20][CH:21]([NH:24][C:25]([CH:27]2[CH:31]([C:32]3[CH:37]=[CH:36][CH:35]=[C:34]([Cl:38])[C:33]=3[F:39])[C:30]([C:42]3[CH:47]=[CH:46][C:45]([Cl:48])=[CH:44][C:43]=3[F:49])([C:40]#[N:41])[CH:29]([CH2:50][C:51]([CH3:54])([CH3:53])[CH3:52])[NH:28]2)=[O:26])[CH2:22][CH2:23]1, predict the reactants needed to synthesize it. The reactants are: [C:1]([OH:7])([C:3]([F:6])([F:5])[F:4])=[O:2].C(Cl)Cl.C(OC([N:18]1[CH2:23][CH2:22][CH:21]([NH:24][C:25]([C@H:27]2[C@H:31]([C:32]3[CH:37]=[CH:36][CH:35]=[C:34]([Cl:38])[C:33]=3[F:39])[C@:30]([C:42]3[CH:47]=[CH:46][C:45]([Cl:48])=[CH:44][C:43]=3[F:49])([C:40]#[N:41])[C@H:29]([CH2:50][C:51]([CH3:54])([CH3:53])[CH3:52])[NH:28]2)=[O:26])[CH2:20][CH2:19]1)=O)(C)(C)C. (4) Given the product [Cl:31][C:32]1[N:37]=[C:36]([O:1][C:2]2[CH:30]=[CH:29][CH:28]=[CH:27][C:3]=2[CH2:4][NH:5][C:6]([NH:8][C:9]2[N:13]([C:14]3[CH:19]=[CH:18][C:17]([CH3:20])=[C:16]([O:21][CH3:22])[CH:15]=3)[N:12]=[C:11]([C:23]([CH3:26])([CH3:24])[CH3:25])[CH:10]=2)=[O:7])[CH:35]=[CH:34][N:33]=1, predict the reactants needed to synthesize it. The reactants are: [OH:1][C:2]1[CH:30]=[CH:29][CH:28]=[CH:27][C:3]=1[CH2:4][NH:5][C:6]([NH:8][C:9]1[N:13]([C:14]2[CH:19]=[CH:18][C:17]([CH3:20])=[C:16]([O:21][CH3:22])[CH:15]=2)[N:12]=[C:11]([C:23]([CH3:26])([CH3:25])[CH3:24])[CH:10]=1)=[O:7].[Cl:31][C:32]1[N:37]=[C:36](Cl)[CH:35]=[CH:34][N:33]=1.[OH-].[Na+]. (5) Given the product [CH3:16][O:17][C:18]1[CH:25]=[C:24]([O:26][CH3:27])[C:23]([C:28]2[N:29]([CH3:37])[C:30]3[C:35]([CH:36]=2)=[CH:34][CH:33]=[CH:32][CH:31]=3)=[CH:22][C:19]=1/[CH:20]=[CH:2]/[C:1]([C:4]1[CH:5]=[CH:6][C:7]([S:10]([NH:13][O:14][CH3:15])(=[O:12])=[O:11])=[CH:8][CH:9]=1)=[O:3], predict the reactants needed to synthesize it. The reactants are: [C:1]([C:4]1[CH:9]=[CH:8][C:7]([S:10]([NH:13][O:14][CH3:15])(=[O:12])=[O:11])=[CH:6][CH:5]=1)(=[O:3])[CH3:2].[CH3:16][O:17][C:18]1[CH:25]=[C:24]([O:26][CH3:27])[C:23]([C:28]2[N:29]([CH3:37])[C:30]3[C:35]([CH:36]=2)=[CH:34][CH:33]=[CH:32][CH:31]=3)=[CH:22][C:19]=1[CH:20]=O. (6) Given the product [C:1]([N:5]([CH3:33])[C:6]([C:8]1[C:9]2[CH2:25][O:24][C:23]3[CH:22]=[C:21]([O:26][CH3:27])[C:20]([CH:28]4[CH2:32][CH2:31][O:30][CH2:29]4)=[CH:19][C:18]=3[C:10]=2[N:11]([C:13]2[CH:17]=[CH:16][S:15][CH:14]=2)[N:12]=1)=[O:7])([CH3:3])([CH3:4])[CH3:2], predict the reactants needed to synthesize it. The reactants are: [C:1]([N:5]([CH3:33])[C:6]([C:8]1[C:9]2[CH2:25][O:24][C:23]3[CH:22]=[C:21]([O:26][CH3:27])[C:20]([C:28]4[CH2:29][O:30][CH2:31][CH:32]=4)=[CH:19][C:18]=3[C:10]=2[N:11]([C:13]2[CH:17]=[CH:16][S:15][CH:14]=2)[N:12]=1)=[O:7])([CH3:4])([CH3:3])[CH3:2].[H][H].C(N(CC)CC)C.